From a dataset of Reaction yield outcomes from USPTO patents with 853,638 reactions. Predict the reaction yield, written as a fraction of the theoretical maximum amount of product (1.0 means a 100% yield; for example, 0.34 means a 34% yield). (1) The reactants are [NH2:1][C:2]1[CH:7]=[CH:6][C:5]([OH:8])=[CH:4][CH:3]=1.CC(C)([O-])C.[K+].Cl[C:16]1[CH:21]=[CH:20][N:19]=[C:18]([C:22](=[O:32])[NH:23][CH2:24][CH2:25][N:26]2[CH2:31][CH2:30][O:29][CH2:28][CH2:27]2)[CH:17]=1.C([O-])([O-])=O.[K+].[K+]. The catalyst is CN(C=O)C. The product is [N:26]1([CH2:25][CH2:24][NH:23][C:22]([C:18]2([O:8][C:5]3[CH:6]=[CH:7][C:2]([NH2:1])=[CH:3][CH:4]=3)[CH:17]=[CH:16][CH:21]=[CH:20][NH:19]2)=[O:32])[CH2:31][CH2:30][O:29][CH2:28][CH2:27]1. The yield is 0.650. (2) The reactants are [N+:1]([C:4]1[C:5]([CH:14]=[O:15])=[CH:6][CH:7]=[C:8]2[C:13]=1[N:12]=[CH:11][CH:10]=[CH:9]2)([O-:3])=[O:2].[F:16][C:17]1[CH:18]=[C:19]([Mg]Br)[CH:20]=[CH:21][C:22]=1[F:23]. The catalyst is C1COCC1. The product is [F:16][C:17]1[CH:18]=[C:19]([CH:14]([C:5]2[C:4]([N+:1]([O-:3])=[O:2])=[C:13]3[C:8]([CH:9]=[CH:10][CH:11]=[N:12]3)=[CH:7][CH:6]=2)[OH:15])[CH:20]=[CH:21][C:22]=1[F:23]. The yield is 0.670. (3) The reactants are [Cl:1][C:2]1[CH:7]=[CH:6][N:5]=[CH:4][CH:3]=1.OS(O)(=O)=O.OO.[CH3:15][NH:16][CH:17]=[O:18]. No catalyst specified. The product is [Cl:1][C:2]1[CH:7]=[CH:6][N:5]=[C:4]([C:17]([NH:16][CH3:15])=[O:18])[CH:3]=1. The yield is 0.0530. (4) The reactants are [F:1][CH:2]([F:11])[C:3](=O)[CH2:4][C:5]([O:7]CC)=O.Cl.[C:13](=[NH:18])([NH2:17])[CH2:14][CH2:15][CH3:16].C[O-].[Na+]. The catalyst is CO.C(OCC)(=O)C. The product is [F:11][CH:2]([F:1])[C:3]1[N:17]=[C:13]([CH2:14][CH2:15][CH3:16])[NH:18][C:5](=[O:7])[CH:4]=1. The yield is 1.00. (5) The reactants are [Br:1][C:2]1[CH:10]=[CH:9][C:8]([O:11][CH3:12])=[CH:7][C:3]=1[C:4]([OH:6])=[O:5].S(Cl)(Cl)=O.[CH3:17]O. No catalyst specified. The product is [Br:1][C:2]1[CH:10]=[CH:9][C:8]([O:11][CH3:12])=[CH:7][C:3]=1[C:4]([O:6][CH3:17])=[O:5]. The yield is 0.900. (6) The reactants are [CH3:1][NH:2][S:3]([CH2:6][CH2:7][C:8]1[CH:13]=[CH:12][C:11]([NH2:14])=[C:10](Br)[CH:9]=1)(=[O:5])=[O:4].CCO.[C:19]1(B(O)O)[CH2:24][CH2:23][CH2:22][CH2:21][CH:20]=1.C([O-])([O-])=O.[Na+].[Na+]. The catalyst is C1(C)C=CC=CC=1.CCOC(C)=O.C1C=CC([P]([Pd]([P](C2C=CC=CC=2)(C2C=CC=CC=2)C2C=CC=CC=2)([P](C2C=CC=CC=2)(C2C=CC=CC=2)C2C=CC=CC=2)[P](C2C=CC=CC=2)(C2C=CC=CC=2)C2C=CC=CC=2)(C2C=CC=CC=2)C2C=CC=CC=2)=CC=1. The product is [CH3:1][NH:2][S:3]([CH2:6][CH2:7][C:8]1[CH:13]=[CH:12][C:11]([NH2:14])=[C:10]([C:19]2[CH2:24][CH2:23][CH2:22][CH2:21][CH:20]=2)[CH:9]=1)(=[O:5])=[O:4]. The yield is 0.690. (7) The reactants are C(P1(=O)OP(CCC)(=O)OP(CCC)(=O)O1)CC.[O:19]=[C:20]1[NH:25][C:24]2[CH:26]=[C:27]([C:30]([OH:32])=O)[CH:28]=[CH:29][C:23]=2[O:22][CH2:21]1.[CH2:33]([O:35][C:36](=[O:48])[CH2:37][CH:38]1[NH:43][C:42]2[CH:44]=[CH:45][CH:46]=[CH:47][C:41]=2[O:40][CH2:39]1)[CH3:34]. The catalyst is CCOC(C)=O. The product is [O:19]=[C:20]1[NH:25][C:24]2[CH:26]=[C:27]([C:30]([N:43]3[C:42]4[CH:44]=[CH:45][CH:46]=[CH:47][C:41]=4[O:40][CH2:39][CH:38]3[CH2:37][C:36]([O:35][CH2:33][CH3:34])=[O:48])=[O:32])[CH:28]=[CH:29][C:23]=2[O:22][CH2:21]1. The yield is 0.350. (8) The reactants are [F:1][C:2]1[CH:7]=[C:6]([F:8])[CH:5]=[CH:4][C:3]=1[C:9](=[O:11])[CH3:10].[CH3:12][N:13]([CH:15](OC)OC)[CH3:14]. No catalyst specified. The product is [F:1][C:2]1[CH:7]=[C:6]([F:8])[CH:5]=[CH:4][C:3]=1[C:9](=[O:11])/[CH:10]=[CH:12]/[N:13]([CH3:15])[CH3:14]. The yield is 0.820. (9) The reactants are [OH:1][C:2]1[CH:6]=[C:5]([C:7]([O:9][CH3:10])=[O:8])[O:4][N:3]=1.C(=O)([O-])[O-].[K+].[K+].[Br:17][CH2:18][CH2:19][CH2:20]Br. The catalyst is CN(C)C=O.O. The product is [Br:17][CH2:18][CH2:19][CH2:20][O:1][C:2]1[CH:6]=[C:5]([C:7]([O:9][CH3:10])=[O:8])[O:4][N:3]=1. The yield is 0.250. (10) The reactants are [CH2:1]([C@H:8]([NH:30]C(=O)OC(C)(C)C)[CH2:9][C@H:10]([OH:29])[C@@H:11]([NH:19][C:20]([O:22][CH2:23][C:24]1[S:28][CH:27]=[N:26][CH:25]=1)=[O:21])[CH2:12][C:13]1[CH:18]=[CH:17][CH:16]=[CH:15][CH:14]=1)[C:2]1[CH:7]=[CH:6][CH:5]=[CH:4][CH:3]=1. The catalyst is Cl.O1CCOCC1. The product is [NH2:30][C@@H:8]([CH2:1][C:2]1[CH:3]=[CH:4][CH:5]=[CH:6][CH:7]=1)[CH2:9][C@H:10]([OH:29])[C@@H:11]([NH:19][C:20](=[O:21])[O:22][CH2:23][C:24]1[S:28][CH:27]=[N:26][CH:25]=1)[CH2:12][C:13]1[CH:18]=[CH:17][CH:16]=[CH:15][CH:14]=1. The yield is 0.982.